Dataset: Full USPTO retrosynthesis dataset with 1.9M reactions from patents (1976-2016). Task: Predict the reactants needed to synthesize the given product. (1) Given the product [F:15][C:16]1[C:23]([F:24])=[CH:22][CH:21]=[CH:20][C:17]=1[CH2:18][S:1][C:2]1[N:7]=[C:6]([OH:8])[CH:5]=[C:4]([OH:9])[N:3]=1, predict the reactants needed to synthesize it. The reactants are: [SH:1][C:2]1[N:7]=[C:6]([OH:8])[CH:5]=[C:4]([OH:9])[N:3]=1.C([O-])(=O)C.[Na+].[F:15][C:16]1[C:23]([F:24])=[CH:22][CH:21]=[CH:20][C:17]=1[CH2:18]Br. (2) Given the product [C:24]([C:2]1[N:3]=[C:4]([NH2:23])[C:5]2[N:6]=[C:7]([NH:20][CH2:21][CH3:22])[N:8]([C:18]=2[N:19]=1)[C@@H:9]1[O:17][C@H:14]([CH2:15][OH:16])[C@@H:12]([OH:13])[C@H:10]1[OH:11])#[C:25][CH2:26][CH2:27][CH2:28][CH3:29], predict the reactants needed to synthesize it. The reactants are: I[C:2]1[N:3]=[C:4]([NH2:23])[C:5]2[N:6]=[C:7]([NH:20][CH2:21][CH3:22])[N:8]([C:18]=2[N:19]=1)[C@@H:9]1[O:17][C@H:14]([CH2:15][OH:16])[C@@H:12]([OH:13])[C@H:10]1[OH:11].[CH:24]#[C:25][CH2:26][CH2:27][CH2:28][CH3:29]. (3) Given the product [C:22]12([CH2:23][CH2:24][C:19](=[O:18])[CH2:20][CH2:21]1)[C:2]1[C:3](=[CH:7][CH:8]=[CH:9][CH:10]=1)[C:4](=[O:5])[O:6]2, predict the reactants needed to synthesize it. The reactants are: Br[C:2]1[CH:10]=[CH:9][CH:8]=[CH:7][C:3]=1[C:4]([OH:6])=[O:5].C([Li])CCC.C1O[C:19]2([CH2:24][CH2:23][C:22](=O)[CH2:21][CH2:20]2)[O:18]C1.